Predict the reactants needed to synthesize the given product. From a dataset of Full USPTO retrosynthesis dataset with 1.9M reactions from patents (1976-2016). Given the product [CH3:10][N:3]1[CH2:4][CH2:5][NH:6][C@@H:7]([CH3:8])[C@@H:2]1[CH3:1], predict the reactants needed to synthesize it. The reactants are: [CH3:1][C@H:2]1[C@H:7]([CH3:8])[N:6](C)[CH2:5][CH2:4][N:3]1[C:10](OCC1C=CC=CC=1)=O.